The task is: Binary Classification. Given a T-cell receptor sequence (or CDR3 region) and an epitope sequence, predict whether binding occurs between them.. This data is from TCR-epitope binding with 47,182 pairs between 192 epitopes and 23,139 TCRs. (1) The epitope is NLSALGIFST. The TCR CDR3 sequence is CASSQDIGGGKNIQYF. Result: 0 (the TCR does not bind to the epitope). (2) The epitope is FPPTSFGPL. The TCR CDR3 sequence is CASTPGAGVNTDTQYF. Result: 0 (the TCR does not bind to the epitope). (3) The epitope is LSDDAVVCFNSTY. The TCR CDR3 sequence is CASSLGWGFNEQFF. Result: 0 (the TCR does not bind to the epitope). (4) The epitope is KPLEFGATSAAL. The TCR CDR3 sequence is CARSEGGGSSYEQYF. Result: 1 (the TCR binds to the epitope). (5) The epitope is FLYNLLTRV. The TCR CDR3 sequence is CASSQSGTSTDTQYF. Result: 0 (the TCR does not bind to the epitope). (6) The epitope is PROT_97E67BCC. The TCR CDR3 sequence is CASSELTSGVSEQYF. Result: 1 (the TCR binds to the epitope). (7) The epitope is TFYLTNDVSFL. The TCR CDR3 sequence is CASSFWGEQYF. Result: 0 (the TCR does not bind to the epitope). (8) The epitope is YEGNSPFHPL. The TCR CDR3 sequence is CASSQAGTGETQYF. Result: 0 (the TCR does not bind to the epitope).